From a dataset of Forward reaction prediction with 1.9M reactions from USPTO patents (1976-2016). Predict the product of the given reaction. (1) Given the reactants [CH3:1][O:2][C:3](=[O:16])[CH2:4][C:5]1[S:6][C:7]([C:10]2[N:11]=[C:12]([NH2:15])[S:13][CH:14]=2)=[CH:8][CH:9]=1.[C:17]1([CH2:23][C:24](Cl)=[O:25])[CH:22]=[CH:21][CH:20]=[CH:19][CH:18]=1.C(N(C(C)C)CC)(C)C, predict the reaction product. The product is: [CH3:1][O:2][C:3](=[O:16])[CH2:4][C:5]1[S:6][C:7]([C:10]2[N:11]=[C:12]([NH:15][C:24](=[O:25])[CH2:23][C:17]3[CH:22]=[CH:21][CH:20]=[CH:19][CH:18]=3)[S:13][CH:14]=2)=[CH:8][CH:9]=1. (2) Given the reactants [CH3:1][CH:2]([C:16](N)=[O:17])[C:3]1[CH:8]=[CH:7][C:6]([C:9]2[CH:14]=[CH:13][CH:12]=[CH:11][CH:10]=2)=[C:5]([F:15])[CH:4]=1.C(Cl)(=O)C(Cl)=[O:21], predict the reaction product. The product is: [CH3:1][CH:2]([C:16]([OH:17])=[O:21])[C:3]1[CH:8]=[CH:7][C:6]([C:9]2[CH:14]=[CH:13][CH:12]=[CH:11][CH:10]=2)=[C:5]([F:15])[CH:4]=1. (3) Given the reactants [OH-].[Na+].[Cl:3][C:4]1[N:9]2[CH:10]=[C:11]([CH2:13][O:14][C:15]3[CH:36]=[CH:35][C:18]([CH2:19][O:20]/[N:21]=[C:22](/[C:29]4[CH:34]=[CH:33][CH:32]=[CH:31][CH:30]=4)\[CH2:23][CH2:24][C:25]([O:27]C)=[O:26])=[CH:17][CH:16]=3)[N:12]=[C:8]2[CH:7]=[CH:6][CH:5]=1.CO.Cl, predict the reaction product. The product is: [Cl:3][C:4]1[N:9]2[CH:10]=[C:11]([CH2:13][O:14][C:15]3[CH:16]=[CH:17][C:18]([CH2:19][O:20]/[N:21]=[C:22](/[C:29]4[CH:34]=[CH:33][CH:32]=[CH:31][CH:30]=4)\[CH2:23][CH2:24][C:25]([OH:27])=[O:26])=[CH:35][CH:36]=3)[N:12]=[C:8]2[CH:7]=[CH:6][CH:5]=1. (4) Given the reactants [CH2:1]([O:8][C:9]1[CH:10]=[C:11]([CH:16]=[C:17]([O:19][CH3:20])[CH:18]=1)[C:12]([O:14]C)=[O:13])[C:2]1[CH:7]=[CH:6][CH:5]=[CH:4][CH:3]=1.[OH-].[Na+], predict the reaction product. The product is: [CH2:1]([O:8][C:9]1[CH:10]=[C:11]([CH:16]=[C:17]([O:19][CH3:20])[CH:18]=1)[C:12]([OH:14])=[O:13])[C:2]1[CH:3]=[CH:4][CH:5]=[CH:6][CH:7]=1. (5) Given the reactants Cl[C:2]1[N:7]=[CH:6][N:5]=[C:4]([NH:8][C:9]2[CH:10]=[C:11]3[C:15](=[CH:16][CH:17]=2)[NH:14][N:13]=[CH:12]3)[CH:3]=1.Cl.[CH3:19][O:20][C:21]1[CH:22]=[C:23]2[C:27](=[CH:28][CH:29]=1)[CH2:26][NH:25][CH2:24]2.[C:30]([O-])([O-])=O.[K+].[K+], predict the reaction product. The product is: [CH3:19][O:20][C:21]1[CH:22]=[C:23]2[C:27](=[CH:28][CH:29]=1)[CH2:26][N:25]([C:2]1[N:7]=[C:6]([CH3:30])[N:5]=[C:4]([NH:8][C:9]3[CH:10]=[C:11]4[C:15](=[CH:16][CH:17]=3)[NH:14][N:13]=[CH:12]4)[CH:3]=1)[CH2:24]2.